Dataset: Peptide-MHC class I binding affinity with 185,985 pairs from IEDB/IMGT. Task: Regression. Given a peptide amino acid sequence and an MHC pseudo amino acid sequence, predict their binding affinity value. This is MHC class I binding data. (1) The peptide sequence is YKVCLSGEGW. The MHC is Mamu-B17 with pseudo-sequence Mamu-B17. The binding affinity (normalized) is 0.689. (2) The peptide sequence is YQATGFGTN. The MHC is HLA-B15:01 with pseudo-sequence HLA-B15:01. The binding affinity (normalized) is 0.0730. (3) The peptide sequence is AVFIHNFKRK. The MHC is HLA-A02:03 with pseudo-sequence HLA-A02:03. The binding affinity (normalized) is 0.0291.